From a dataset of Merck oncology drug combination screen with 23,052 pairs across 39 cell lines. Regression. Given two drug SMILES strings and cell line genomic features, predict the synergy score measuring deviation from expected non-interaction effect. (1) Drug 1: CN(C)C(=N)N=C(N)N. Drug 2: Cn1nnc2c(C(N)=O)ncn2c1=O. Cell line: HT144. Synergy scores: synergy=-10.4. (2) Drug 2: CNC(=O)c1cc(Oc2ccc(NC(=O)Nc3ccc(Cl)c(C(F)(F)F)c3)cc2)ccn1. Synergy scores: synergy=-4.30. Cell line: MDAMB436. Drug 1: O=c1[nH]cc(F)c(=O)[nH]1. (3) Drug 1: Nc1ccn(C2OC(CO)C(O)C2(F)F)c(=O)n1. Drug 2: CC1(c2nc3c(C(N)=O)cccc3[nH]2)CCCN1. Cell line: OV90. Synergy scores: synergy=0.583. (4) Drug 1: O=C(CCCCCCC(=O)Nc1ccccc1)NO. Drug 2: CCc1cnn2c(NCc3ccc[n+]([O-])c3)cc(N3CCCCC3CCO)nc12. Cell line: UWB1289BRCA1. Synergy scores: synergy=-37.9. (5) Drug 1: CCN(CC)CCNC(=O)c1c(C)[nH]c(C=C2C(=O)Nc3ccc(F)cc32)c1C. Drug 2: Cn1nnc2c(C(N)=O)ncn2c1=O. Cell line: COLO320DM. Synergy scores: synergy=15.9. (6) Drug 1: CN1C(=O)C=CC2(C)C3CCC4(C)C(NC(=O)OCC(F)(F)F)CCC4C3CCC12. Drug 2: CCC1(O)CC2CN(CCc3c([nH]c4ccccc34)C(C(=O)OC)(c3cc4c(cc3OC)N(C)C3C(O)(C(=O)OC)C(OC(C)=O)C5(CC)C=CCN6CCC43C65)C2)C1. Cell line: UWB1289BRCA1. Synergy scores: synergy=-0.879. (7) Drug 1: C#Cc1cccc(Nc2ncnc3cc(OCCOC)c(OCCOC)cc23)c1. Drug 2: CNC(=O)c1cc(Oc2ccc(NC(=O)Nc3ccc(Cl)c(C(F)(F)F)c3)cc2)ccn1. Cell line: SKOV3. Synergy scores: synergy=7.98.